This data is from Reaction yield outcomes from USPTO patents with 853,638 reactions. The task is: Predict the reaction yield, written as a fraction of the theoretical maximum amount of product (1.0 means a 100% yield; for example, 0.34 means a 34% yield). (1) The reactants are [C:1]([O:5][C:6]([CH:8]1[CH2:12][CH2:11][CH:10]([OH:13])[CH2:9]1)=[O:7])([CH3:4])([CH3:3])[CH3:2].[CH3:14][S:15](Cl)(=[O:17])=[O:16].C(N(CC)CC)C. The catalyst is ClCCl. The product is [C:1]([O:5][C:6]([CH:8]1[CH2:12][CH2:11][CH:10]([O:13][S:15]([CH3:14])(=[O:17])=[O:16])[CH2:9]1)=[O:7])([CH3:4])([CH3:2])[CH3:3]. The yield is 0.890. (2) The reactants are [F:1][C:2]1[CH:3]=[C:4]([CH2:11][OH:12])[CH:5]=[CH:6][C:7]=1[N+:8]([O-:10])=[O:9].FC(F)(F)S(O[Si:19]([CH:26]([CH3:28])[CH3:27])([CH:23]([CH3:25])[CH3:24])[CH:20]([CH3:22])[CH3:21])(=O)=O.CC1C=CC=C(C)N=1. The catalyst is C(Cl)Cl. The product is [F:1][C:2]1[CH:3]=[C:4]([CH:5]=[CH:6][C:7]=1[N+:8]([O-:10])=[O:9])[CH2:11][O:12][Si:19]([CH:26]([CH3:28])[CH3:27])([CH:23]([CH3:25])[CH3:24])[CH:20]([CH3:22])[CH3:21]. The yield is 0.990. (3) The reactants are C([O:3][C:4]1[CH:9]=[C:8]([O:10][C:11]2[CH:16]=[CH:15][C:14]([C:17]([O:26][CH2:27][O:28][CH3:29])([C:22]([F:25])([F:24])[F:23])[C:18]([F:21])([F:20])[F:19])=[CH:13][C:12]=2[CH2:30][CH2:31][CH3:32])[CH:7]=[CH:6][C:5]=1C=C)C.[Br-:35].[Na+].[Br:37]([O-])(=O)=O.[Na+].S(=O)(=O)(O)O.O1[CH2:52][CH2:51][O:50][CH2:49][CH2:48]1. No catalyst specified. The product is [Br:35][CH2:9][CH:4]([C:5]1[CH:6]=[C:7]([Br:37])[C:8]([O:10][C:11]2[CH:16]=[CH:15][C:14]([C:17]([O:26][CH2:27][O:28][CH3:29])([C:22]([F:25])([F:24])[F:23])[C:18]([F:21])([F:20])[F:19])=[CH:13][C:12]=2[CH2:30][CH2:31][CH3:32])=[CH:52][C:51]=1[O:50][CH2:49][CH3:48])[OH:3]. The yield is 0.680. (4) The reactants are [C:1]([O:4][CH2:5][C:6]1[CH:7]=[CH:8][C:9]2[N:10]=[C:11]([Cl:17])[N:12]=[C:13](Cl)[C:14]=2[N:15]=1)(=[O:3])[CH3:2].[NH:18]1[CH2:23][CH2:22][O:21][CH2:20][CH2:19]1. The catalyst is C(O)C. The product is [C:1]([O:4][CH2:5][C:6]1[CH:7]=[CH:8][C:9]2[N:10]=[C:11]([Cl:17])[N:12]=[C:13]([N:18]3[CH2:23][CH2:22][O:21][CH2:20][CH2:19]3)[C:14]=2[N:15]=1)(=[O:3])[CH3:2]. The yield is 0.960. (5) The reactants are [Br:1][C:2]1[CH:7]=[CH:6][C:5]([C:8]([CH3:12])([CH3:11])[CH2:9][OH:10])=[C:4]([O:13]C)[CH:3]=1.B(Br)(Br)Br. The catalyst is ClCCl. The product is [Br:1][C:2]1[CH:7]=[CH:6][C:5]([C:8]([CH3:12])([CH3:11])[CH2:9][OH:10])=[C:4]([OH:13])[CH:3]=1. The yield is 0.320. (6) The reactants are [NH2:1][C:2]1[C:10]([CH3:11])=[CH:9][CH:8]=[CH:7][C:3]=1[C:4]([OH:6])=O.C1N=CN(C(N2C=NC=C2)=O)C=1.Cl.[NH2:25][CH:26]1[CH2:31][CH2:30][C:29](=[O:32])[NH:28][C:27]1=[O:33].C(N(CC)CC)C.C(O)(=O)C. The catalyst is C(#N)C.O. The product is [NH2:1][C:2]1[C:10]([CH3:11])=[CH:9][CH:8]=[CH:7][C:3]=1[C:4]([NH:25][CH:26]1[CH2:31][CH2:30][C:29](=[O:32])[NH:28][C:27]1=[O:33])=[O:6]. The yield is 0.610. (7) The reactants are [I:1][C:2]1[CH:8]=[CH:7][C:5]([NH2:6])=[C:4]([CH3:9])[CH:3]=1.[CH2:10]([O:13][CH2:14][CH2:15]Cl)[CH2:11]Cl.[NH4+].[Br-].[OH-].[Na+]. The catalyst is CCOC(C)=O. The product is [I:1][C:2]1[CH:8]=[CH:7][C:5]([N:6]2[CH2:15][CH2:14][O:13][CH2:10][CH2:11]2)=[C:4]([CH3:9])[CH:3]=1. The yield is 0.500.